From a dataset of Full USPTO retrosynthesis dataset with 1.9M reactions from patents (1976-2016). Predict the reactants needed to synthesize the given product. (1) Given the product [CH:1]1([C:4]2[N:9]3[N:10]=[CH:11][C:12]([I:31])=[C:8]3[CH:7]=[C:6]([C:16]3[CH:21]=[CH:20][C:19]([C:22]([F:25])([F:24])[F:23])=[CH:18][CH:17]=3)[CH:5]=2)[CH2:3][CH2:2]1, predict the reactants needed to synthesize it. The reactants are: [CH:1]1([C:4]2[N:9]3[N:10]=[CH:11][C:12](C(O)=O)=[C:8]3[CH:7]=[C:6]([C:16]3[CH:21]=[CH:20][C:19]([C:22]([F:25])([F:24])[F:23])=[CH:18][CH:17]=3)[CH:5]=2)[CH2:3][CH2:2]1.CC([O-])=O.[Na+].[I:31]Cl.O. (2) Given the product [O:1]1[CH:5]=[CH:4][CH:3]=[C:2]1[C:6]1[N:14]=[C:13]2[N:8]([C:9]3[N:10]([CH:11]=[C:12]2[CH2:15][N:16]2[CH2:21][CH2:20][N:19]([C:22]4[CH:27]=[CH:26][CH:25]=[CH:24][CH:23]=4)[CH2:18][CH2:17]2)[CH2:30][CH2:29][N:28]=3)[N:7]=1, predict the reactants needed to synthesize it. The reactants are: [O:1]1[CH:5]=[CH:4][CH:3]=[C:2]1[C:6]1[N:14]=[C:13]2[N:8]([C:9]([NH:28][CH2:29][CH2:30]O)=[N:10][CH:11]=[C:12]2[CH2:15][N:16]2[CH2:21][CH2:20][N:19]([C:22]3[CH:27]=[CH:26][CH:25]=[CH:24][CH:23]=3)[CH2:18][CH2:17]2)[N:7]=1.C(N(CC)CC)C.C(=O)([O-])[O-].[K+].[K+].CS(Cl)(=O)=O.